Dataset: Reaction yield outcomes from USPTO patents with 853,638 reactions. Task: Predict the reaction yield, written as a fraction of the theoretical maximum amount of product (1.0 means a 100% yield; for example, 0.34 means a 34% yield). (1) The reactants are C(OC([NH:8][CH2:9][C@H:10]1[CH2:15][CH2:14][C@H:13]([NH:16][C:17]([O:19][CH2:20][C:21]2[CH:26]=[CH:25][CH:24]=[CH:23][CH:22]=2)=[O:18])[CH2:12][CH2:11]1)=O)(C)(C)C.C(O)(C(F)(F)F)=O. The catalyst is C(Cl)Cl. The product is [NH2:8][CH2:9][C@H:10]1[CH2:15][CH2:14][C@H:13]([NH:16][C:17]([O:19][CH2:20][C:21]2[CH:22]=[CH:23][CH:24]=[CH:25][CH:26]=2)=[O:18])[CH2:12][CH2:11]1. The yield is 1.00. (2) The reactants are [C:1]([C:5]1[CH:9]=[C:8]([CH2:10][NH:11][C:12]([NH:14][C:15]2[CH:16]=[N:17][C:18]([CH2:21][CH2:22][O:23][Si](C(C)(C)C)(C)C)=[CH:19][CH:20]=2)=[O:13])[N:7]([C:31]2[CH:36]=[CH:35][CH:34]=[C:33]([O:37][CH3:38])[CH:32]=2)[N:6]=1)([CH3:4])([CH3:3])[CH3:2].Cl.C([O-])(O)=O.[Na+]. The catalyst is O1CCCC1. The product is [C:1]([C:5]1[CH:9]=[C:8]([CH2:10][NH:11][C:12]([NH:14][C:15]2[CH:16]=[N:17][C:18]([CH2:21][CH2:22][OH:23])=[CH:19][CH:20]=2)=[O:13])[N:7]([C:31]2[CH:36]=[CH:35][CH:34]=[C:33]([O:37][CH3:38])[CH:32]=2)[N:6]=1)([CH3:4])([CH3:2])[CH3:3]. The yield is 0.450. (3) The catalyst is CO. The yield is 0.860. The reactants are [N:1]1[CH:6]=[CH:5][CH:4]=[CH:3][C:2]=1[CH3:7].[Br:8][CH2:9][C:10]([C:12]1[CH:17]=[CH:16][CH:15]=[CH:14][CH:13]=1)=[O:11]. The product is [Br-:8].[CH3:7][C:2]1[CH:3]=[CH:4][CH:5]=[CH:6][N+:1]=1[CH2:9][C:10](=[O:11])[C:12]1[CH:17]=[CH:16][CH:15]=[CH:14][CH:13]=1. (4) The reactants are Br[C:2]1[CH:7]=[CH:6][CH:5]=[CH:4][C:3]=1[P:8]([C:19]1[C:28]2[C:23](=[CH:24][CH:25]=[CH:26][CH:27]=2)[CH:22]=[CH:21][CH:20]=1)[C:9]1[C:18]2[C:13](=[CH:14][CH:15]=[CH:16][CH:17]=2)[CH:12]=[CH:11][CH:10]=1.[P:29](Cl)([O:33][CH2:34][CH3:35])[O:30][CH2:31][CH3:32]. The catalyst is O1CCCC1. The product is [C:9]1([P:8]([C:19]2[C:28]3[C:23](=[CH:24][CH:25]=[CH:26][CH:27]=3)[CH:22]=[CH:21][CH:20]=2)[C:3]2[CH:4]=[CH:5][CH:6]=[CH:7][C:2]=2[P:29]([O:33][CH2:34][CH3:35])[O:30][CH2:31][CH3:32])[C:18]2[C:13](=[CH:14][CH:15]=[CH:16][CH:17]=2)[CH:12]=[CH:11][CH:10]=1. The yield is 0.810. (5) The reactants are C=[C:2]1[CH2:6][CH:5]([CH2:7][CH2:8][C@@H:9]2[N:14]([S:15]([C:18]3[CH:23]=[CH:22][CH:21]=[CH:20][CH:19]=3)(=[O:17])=[O:16])[CH2:13][CH2:12][N:11]([C:24]([O:26][CH2:27][C:28]3[CH:33]=[CH:32][CH:31]=[CH:30][CH:29]=3)=[O:25])[CH2:10]2)[CH:4]([NH:34][C:35]([O:37][CH2:38][CH2:39][Si:40]([CH3:43])([CH3:42])[CH3:41])=[O:36])[CH2:3]1.[O:44]=[O+][O-]. The catalyst is C(Cl)Cl. The product is [O:44]=[C:2]1[CH2:6][CH:5]([CH2:7][CH2:8][C@@H:9]2[N:14]([S:15]([C:18]3[CH:19]=[CH:20][CH:21]=[CH:22][CH:23]=3)(=[O:16])=[O:17])[CH2:13][CH2:12][N:11]([C:24]([O:26][CH2:27][C:28]3[CH:33]=[CH:32][CH:31]=[CH:30][CH:29]=3)=[O:25])[CH2:10]2)[CH:4]([NH:34][C:35]([O:37][CH2:38][CH2:39][Si:40]([CH3:41])([CH3:42])[CH3:43])=[O:36])[CH2:3]1. The yield is 0.990. (6) The reactants are [CH3:1][O:2][C:3](=[O:64])[NH:4][CH:5]([C:9]([N:11]1[CH2:15][CH2:14][CH2:13][CH:12]1[C:16]1[NH:17][C:18]([C:21]2[CH:30]=[CH:29][C:28]3[C:23](=[CH:24][CH:25]=[C:26]([C:31]4[CH:36]=[CH:35][C:34]([C:37]5[NH:38][C:39]([CH:42]6[CH2:46][CH2:45][CH2:44][N:43]6[C:47](=[O:63])[CH:48]([NH:55][C:56]([O:58][C:59](C)(C)C)=[O:57])[C:49]6[CH:54]=[CH:53][CH:52]=[CH:51][CH:50]=6)=[N:40][CH:41]=5)=[CH:33][CH:32]=4)[CH:27]=3)[CH:22]=2)=[CH:19][N:20]=1)=[O:10])[CH:6]([CH3:8])[CH3:7].COC(N[CH:70](C1C=CC=CC=1)[C:71](O)=O)=O. No catalyst specified. The product is [CH3:1][O:2][C:3](=[O:64])[NH:4][CH:5]([C:9]([N:11]1[CH2:15][CH2:14][CH2:13][CH:12]1[C:16]1[NH:17][C:18]([C:21]2[CH:30]=[CH:29][C:28]3[C:23](=[CH:24][CH:25]=[C:26]([C:31]4[CH:36]=[CH:35][C:34]([C:37]5[NH:38][C:39]([CH:42]6[CH:46]7[CH2:45][CH:44]([CH2:70][CH2:71]7)[N:43]6[C:47](=[O:63])[CH:48]([NH:55][C:56]([O:58][CH3:59])=[O:57])[C:49]6[CH:50]=[CH:51][CH:52]=[CH:53][CH:54]=6)=[N:40][CH:41]=5)=[CH:33][CH:32]=4)[CH:27]=3)[CH:22]=2)=[CH:19][N:20]=1)=[O:10])[CH:6]([CH3:7])[CH3:8]. The yield is 0.348. (7) No catalyst specified. The product is [F:30][C:27]1[CH:28]=[CH:29][C:24]([C:16]2[C:15]([C:13]3[N:12]=[CH:11][N:10]([C:7]4[CH:8]=[CH:9][C:4]([C:3]([NH:35][CH2:34][C:33]([F:37])([F:36])[F:32])=[O:2])=[CH:5][N:6]=4)[CH:14]=3)=[C:19]([C:20]([F:23])([F:21])[F:22])[O:18][N:17]=2)=[CH:25][CH:26]=1. The reactants are C[O:2][C:3](=O)[C:4]1[CH:9]=[CH:8][C:7]([N:10]2[CH:14]=[C:13]([C:15]3[C:16]([C:24]4[CH:29]=[CH:28][C:27]([F:30])=[CH:26][CH:25]=4)=[N:17][O:18][C:19]=3[C:20]([F:23])([F:22])[F:21])[N:12]=[CH:11]2)=[N:6][CH:5]=1.[F:32][C:33]([F:37])([F:36])[CH2:34][NH2:35]. The yield is 0.950. (8) The reactants are [CH3:1][C:2]1[CH:3]=[CH:4][C:5]2[C:10]([NH:11][C:12]3[CH:17]=[C:16]([N+:18]([O-])=O)[CH:15]=[CH:14][C:13]=3[S:21][C:22]3[CH:27]=[CH:26][C:25]([OH:28])=[CH:24][CH:23]=3)=[N:9][CH:8]=[N:7][C:6]=2[N:29]=1. The catalyst is C(O)(=O)C.[Pd]. The product is [NH2:18][C:16]1[CH:15]=[CH:14][C:13]([S:21][C:22]2[CH:23]=[CH:24][C:25]([OH:28])=[CH:26][CH:27]=2)=[C:12]([NH:11][C:10]2[C:5]3[CH:4]=[CH:3][C:2]([CH3:1])=[N:29][C:6]=3[N:7]=[CH:8][N:9]=2)[CH:17]=1. The yield is 0.910. (9) The reactants are [CH3:1][O:2][C:3](=[O:13])[C:4]1[CH:12]=[CH:11][CH:10]=[C:6]([C:7]([NH2:9])=[O:8])[CH:5]=1.Cl[C:15](Cl)(Cl)[S:16]Cl.[OH2:20]. The catalyst is C1(C)C=CC=CC=1. The product is [O:20]=[C:15]1[S:16][N:9]=[C:7]([C:6]2[CH:5]=[C:4]([CH:12]=[CH:11][CH:10]=2)[C:3]([O:2][CH3:1])=[O:13])[O:8]1. The yield is 0.210.